This data is from Reaction yield outcomes from USPTO patents with 853,638 reactions. The task is: Predict the reaction yield, written as a fraction of the theoretical maximum amount of product (1.0 means a 100% yield; for example, 0.34 means a 34% yield). (1) The yield is 0.770. The catalyst is O. The reactants are [Br:1][C:2]1[C:8]([F:9])=[CH:7][C:5]([NH2:6])=[C:4](I)[CH:3]=1.C(=O)(O)[O-].[Na+].[C:16]([O:20][CH2:21][CH3:22])(=[O:19])[CH:17]=[CH2:18].CN(C=O)C. The product is [NH2:6][C:5]1[CH:7]=[C:8]([F:9])[C:2]([Br:1])=[CH:3][C:4]=1/[CH:18]=[CH:17]/[C:16]([O:20][CH2:21][CH3:22])=[O:19]. (2) The reactants are [CH:1]([C:4]1[S:5][CH:6]=[C:7]([C:9](OCC)=[O:10])[N:8]=1)([CH3:3])[CH3:2].CC(C[AlH]CC(C)C)C.C(O)(=O)C.C(C(C(C([O-])=O)O)O)([O-])=O.[K+].[Na+]. The catalyst is ClCCl. The product is [CH:1]([C:4]1[S:5][CH:6]=[C:7]([CH:9]=[O:10])[N:8]=1)([CH3:3])[CH3:2]. The yield is 0.400. (3) The reactants are [H-].[Na+].[OH:3][CH2:4][C:5]1[N:9]([CH:10]2[CH2:15][CH2:14][N:13]([C:16]([O:18][C:19]([CH3:22])([CH3:21])[CH3:20])=[O:17])[CH2:12][CH2:11]2)[N:8]=[CH:7][CH:6]=1.[CH3:23]I. The catalyst is C1COCC1. The product is [CH3:23][O:3][CH2:4][C:5]1[N:9]([CH:10]2[CH2:11][CH2:12][N:13]([C:16]([O:18][C:19]([CH3:22])([CH3:21])[CH3:20])=[O:17])[CH2:14][CH2:15]2)[N:8]=[CH:7][CH:6]=1. The yield is 0.552.